From a dataset of Reaction yield outcomes from USPTO patents with 853,638 reactions. Predict the reaction yield, written as a fraction of the theoretical maximum amount of product (1.0 means a 100% yield; for example, 0.34 means a 34% yield). (1) The reactants are [CH3:1][O:2][CH:3]([O:15][CH3:16])[CH2:4][C:5]1[C:6]([C:13]#[N:14])=[N:7][CH:8]=[C:9]([O:11][CH3:12])[CH:10]=1.O.C(=O)([O-])[O-:19].[Na+].[Na+].OO. The catalyst is CC(C)=O. The product is [CH3:16][O:15][CH:3]([O:2][CH3:1])[CH2:4][C:5]1[C:6]([C:13]([NH2:14])=[O:19])=[N:7][CH:8]=[C:9]([O:11][CH3:12])[CH:10]=1. The yield is 0.890. (2) The reactants are [C:1]([O:5][C:6]([N:8]1[CH:12]=[CH:11][C:10]([CH3:13])=[N:9]1)=[O:7])([CH3:4])([CH3:3])[CH3:2].[Br:14]N1C(=O)CCC1=O. The catalyst is C(Cl)(Cl)(Cl)Cl.C(OOC(=O)C1C=CC=CC=1)(=O)C1C=CC=CC=1. The product is [C:1]([O:5][C:6]([N:8]1[CH:12]=[CH:11][C:10]([CH2:13][Br:14])=[N:9]1)=[O:7])([CH3:4])([CH3:3])[CH3:2]. The yield is 0.530.